Dataset: Merck oncology drug combination screen with 23,052 pairs across 39 cell lines. Task: Regression. Given two drug SMILES strings and cell line genomic features, predict the synergy score measuring deviation from expected non-interaction effect. (1) Drug 1: C=CCn1c(=O)c2cnc(Nc3ccc(N4CCN(C)CC4)cc3)nc2n1-c1cccc(C(C)(C)O)n1. Drug 2: CC(C)CC(NC(=O)C(Cc1ccccc1)NC(=O)c1cnccn1)B(O)O. Cell line: ZR751. Synergy scores: synergy=-11.2. (2) Drug 1: CCN(CC)CCNC(=O)c1c(C)[nH]c(C=C2C(=O)Nc3ccc(F)cc32)c1C. Drug 2: C#Cc1cccc(Nc2ncnc3cc(OCCOC)c(OCCOC)cc23)c1. Cell line: A375. Synergy scores: synergy=18.5. (3) Synergy scores: synergy=0.203. Drug 1: NC1(c2ccc(-c3nc4ccn5c(=O)[nH]nc5c4cc3-c3ccccc3)cc2)CCC1. Cell line: OCUBM. Drug 2: CCC1(O)C(=O)OCc2c1cc1n(c2=O)Cc2cc3c(CN(C)C)c(O)ccc3nc2-1. (4) Drug 1: CCN(CC)CCNC(=O)c1c(C)[nH]c(C=C2C(=O)Nc3ccc(F)cc32)c1C. Drug 2: Cn1cc(-c2cnn3c(N)c(Br)c(C4CCCNC4)nc23)cn1. Cell line: ES2. Synergy scores: synergy=5.77. (5) Drug 1: N#Cc1ccc(Cn2cncc2CN2CCN(c3cccc(Cl)c3)C(=O)C2)cc1. Drug 2: COc1cc(C2c3cc4c(cc3C(OC3OC5COC(C)OC5C(O)C3O)C3COC(=O)C23)OCO4)cc(OC)c1O. Cell line: KPL1. Synergy scores: synergy=-3.31.